This data is from Forward reaction prediction with 1.9M reactions from USPTO patents (1976-2016). The task is: Predict the product of the given reaction. The product is: [Cl:11][C:12]1[CH:17]=[C:16]([S:18]([CH2:21][CH3:22])(=[O:20])=[O:19])[CH:15]=[CH:14][C:13]=1[S:8][C:6]1[CH:7]=[C:2]([F:1])[CH:3]=[CH:4][C:5]=1[O:9][CH3:10]. Given the reactants [F:1][C:2]1[CH:3]=[CH:4][C:5]([O:9][CH3:10])=[C:6]([SH:8])[CH:7]=1.[Cl:11][C:12]1[CH:17]=[C:16]([S:18]([CH2:21][CH3:22])(=[O:20])=[O:19])[CH:15]=[CH:14][C:13]=1F.C(=O)([O-])[O-].[K+].[K+].CN1C(=O)CCC1, predict the reaction product.